The task is: Predict the product of the given reaction.. This data is from Forward reaction prediction with 1.9M reactions from USPTO patents (1976-2016). (1) Given the reactants [CH2:1]([O:3][CH2:4][C:5](Cl)=[O:6])[CH3:2].[NH2:8][C:9]1[C:10]([Cl:30])=[N:11][C:12]2[C:17]([C:18]=1[NH:19][CH2:20][CH2:21][NH:22][C:23](=[O:29])[O:24][C:25]([CH3:28])([CH3:27])[CH3:26])=[CH:16][CH:15]=[CH:14][CH:13]=2, predict the reaction product. The product is: [Cl:30][C:10]1[C:9]([NH:8][C:5](=[O:6])[CH2:4][O:3][CH2:1][CH3:2])=[C:18]([NH:19][CH2:20][CH2:21][NH:22][C:23](=[O:29])[O:24][C:25]([CH3:27])([CH3:26])[CH3:28])[C:17]2[C:12](=[CH:13][CH:14]=[CH:15][CH:16]=2)[N:11]=1. (2) Given the reactants [N+](=[C:3]([C:8]1[CH:13]=[CH:12][C:11]([Cl:14])=[C:10]([Cl:15])[CH:9]=1)[C:4]([O:6][CH3:7])=[O:5])=[N-].[CH:16](/[C:20]1[CH:25]=[CH:24][CH:23]=[CH:22][CH:21]=1)=[CH:17]\[CH:18]=[CH2:19], predict the reaction product. The product is: [Cl:15][C:10]1[CH:9]=[C:8]([C:3]2([C:4]([O:6][CH3:7])=[O:5])[CH2:19][CH:18]2/[CH:17]=[CH:16]/[C:20]2[CH:25]=[CH:24][CH:23]=[CH:22][CH:21]=2)[CH:13]=[CH:12][C:11]=1[Cl:14]. (3) Given the reactants [C:1]([NH:8][CH2:9][C:10]([OH:12])=O)([O:3][C:4]([CH3:7])([CH3:6])[CH3:5])=[O:2].N1C(F)=NC(F)=NC=1[F:15].N1C=CC=CC=1, predict the reaction product. The product is: [C:4]([O:3][C:1](=[O:2])[NH:8][CH2:9][C:10]([F:15])=[O:12])([CH3:7])([CH3:6])[CH3:5]. (4) Given the reactants [NH2:1][C:2]1[C:7]([NH2:8])=[CH:6][C:5]([C:9]2[C:10]([CH3:15])=[N:11][O:12][C:13]=2[CH3:14])=[CH:4][C:3]=1[C:16]([C:24]1[CH:29]=[CH:28][CH:27]=[CH:26][N:25]=1)([C:18]1[CH:23]=[CH:22][CH:21]=[CH:20][N:19]=1)[OH:17].[F:30][CH:31]([F:40])[C:32](O[C:32](=O)[CH:31]([F:40])[F:30])=O.C(N(C(C)C)C(C)C)C, predict the reaction product. The product is: [F:30][CH:31]([F:40])[C:32]1[NH:8][C:7]2[CH:6]=[C:5]([C:9]3[C:10]([CH3:15])=[N:11][O:12][C:13]=3[CH3:14])[CH:4]=[C:3]([C:16]([C:18]3[CH:23]=[CH:22][CH:21]=[CH:20][N:19]=3)([C:24]3[CH:29]=[CH:28][CH:27]=[CH:26][N:25]=3)[OH:17])[C:2]=2[N:1]=1. (5) The product is: [Cl:1][C:2]1[CH:7]=[CH:6][C:5]([CH2:8][CH2:9][S:10]([Cl:17])(=[O:13])=[O:11])=[CH:4][CH:3]=1. Given the reactants [Cl:1][C:2]1[CH:7]=[CH:6][C:5]([CH2:8][CH2:9][S:10]([O-:13])(=O)=[O:11])=[CH:4][CH:3]=1.[Na+].S(Cl)([Cl:17])=O, predict the reaction product. (6) The product is: [O:1]([CH2:8][CH2:9][C:10]([O:12][CH3:13])=[O:11])[C:2]1[CH:7]=[CH:6][CH:5]=[CH:4][CH:3]=1. Given the reactants [O:1]([CH2:8][CH2:9][C:10]([OH:12])=[O:11])[C:2]1[CH:7]=[CH:6][CH:5]=[CH:4][CH:3]=1.[CH3:13]O, predict the reaction product.